Dataset: Full USPTO retrosynthesis dataset with 1.9M reactions from patents (1976-2016). Task: Predict the reactants needed to synthesize the given product. (1) Given the product [F:30][C@H:28]1[C@H:27]([CH3:31])[N:26]([S:32]([C:35]2[CH:36]=[CH:37][C:38]([F:41])=[CH:39][CH:40]=2)(=[O:33])=[O:34])[C@H:25]([C:23]([NH:22][CH2:21][C:3]2[C:2]([F:1])=[CH:7][N:6]=[C:5]([C:8]3[CH2:13][CH2:12][NH:11][CH2:10][CH:9]=3)[CH:4]=2)=[O:24])[CH2:29]1, predict the reactants needed to synthesize it. The reactants are: [F:1][C:2]1[C:3]([CH2:21][NH:22][C:23]([C@@H:25]2[CH2:29][C@@H:28]([F:30])[C@H:27]([CH3:31])[N:26]2[S:32]([C:35]2[CH:40]=[CH:39][C:38]([F:41])=[CH:37][CH:36]=2)(=[O:34])=[O:33])=[O:24])=[CH:4][C:5]([C:8]2[CH2:13][CH2:12][N:11](C(OC(C)(C)C)=O)[CH2:10][CH:9]=2)=[N:6][CH:7]=1.Cl. (2) The reactants are: Cl[C:2]1[CH:7]=[C:6]([Cl:8])[N:5]=[CH:4][N:3]=1.Cl.[O:10]1[CH2:16][CH2:15][CH2:14][NH:13][CH2:12][CH2:11]1.C(=O)([O-])[O-].[Na+].[Na+]. Given the product [Cl:8][C:6]1[N:5]=[CH:4][N:3]=[C:2]([N:13]2[CH2:14][CH2:15][CH2:16][O:10][CH2:11][CH2:12]2)[CH:7]=1, predict the reactants needed to synthesize it. (3) Given the product [CH2:8]([O:7][CH:4]1[CH2:5][CH2:6][O:1][CH2:2][CH2:3]1)[CH2:9][CH3:10].[CH2:2]=[CH2:3], predict the reactants needed to synthesize it. The reactants are: [O:1]1[CH2:6][CH2:5][C:4](=[O:7])[CH2:3][CH2:2]1.[CH2:8](OC(OCCC)OCCC)[CH2:9][CH3:10]. (4) Given the product [NH2:16][C:14]1[CH:13]=[CH:12][C:11]2[N:7]([CH:4]3[CH2:3][CH2:2][N:1]([CH2:18][C:19]4[CH:20]=[CH:21][C:22]([C:25]([OH:34])([C:26]([F:27])([F:28])[F:29])[C:30]([F:31])([F:32])[F:33])=[CH:23][CH:24]=4)[CH2:6][CH2:5]3)[CH:8]=[N:9][C:10]=2[CH:15]=1, predict the reactants needed to synthesize it. The reactants are: [NH:1]1[CH2:6][CH2:5][CH:4]([N:7]2[C:11]3[CH:12]=[CH:13][C:14]([NH2:16])=[CH:15][C:10]=3[N:9]=[CH:8]2)[CH2:3][CH2:2]1.Br[CH2:18][C:19]1[CH:24]=[CH:23][C:22]([C:25]([OH:34])([C:30]([F:33])([F:32])[F:31])[C:26]([F:29])([F:28])[F:27])=[CH:21][CH:20]=1.C(=O)([O-])[O-].[K+].[K+]. (5) Given the product [K+:32].[K+:32].[P:1]([O-:30])([O-:29])([O:3][CH2:4][N:5]1[C:14]2[C:9](=[C:10]([F:19])[CH:11]=[CH:12][C:13]=2[O:15][CH2:16][CH2:17][CH3:18])[C:8](=[O:20])[C:7]([C:21]2[CH:22]=[CH:23][C:24]([O:27][CH3:28])=[CH:25][CH:26]=2)=[CH:6]1)=[O:2], predict the reactants needed to synthesize it. The reactants are: [P:1]([O-:30])([O-:29])([O:3][CH2:4][N:5]1[C:14]2[C:9](=[C:10]([F:19])[CH:11]=[CH:12][C:13]=2[O:15][CH2:16][CH2:17][CH3:18])[C:8](=[O:20])[C:7]([C:21]2[CH:26]=[CH:25][C:24]([O:27][CH3:28])=[CH:23][CH:22]=2)=[CH:6]1)=[O:2].[OH-].[K+:32]. (6) The reactants are: [OH:1][C:2]1[C:11]2[C:6](=[CH:7][C:8]([C:12]([O:14][CH3:15])=[O:13])=[CH:9][CH:10]=2)[N:5]([CH3:16])[C:4](=[O:17])[C:3]=1[C:18](O)=[O:19].Cl.[CH2:22]([O:29][C:30](=[O:33])[CH2:31][NH2:32])[C:23]1[CH:28]=[CH:27][CH:26]=[CH:25][CH:24]=1.C(N(C(C)C)CC)(C)C.CCOC(C)=O. Given the product [CH2:22]([O:29][C:30](=[O:33])[CH2:31][NH:32][C:18]([C:3]1[C:4](=[O:17])[N:5]([CH3:16])[C:6]2[C:11]([C:2]=1[OH:1])=[CH:10][CH:9]=[C:8]([C:12]([O:14][CH3:15])=[O:13])[CH:7]=2)=[O:19])[C:23]1[CH:28]=[CH:27][CH:26]=[CH:25][CH:24]=1, predict the reactants needed to synthesize it. (7) Given the product [F:1][C:2]([F:7])([F:6])[C:3]([OH:5])=[O:4].[CH:8]1([C:14]2([OH:25])[CH2:17][NH:16][CH2:15]2)[CH2:9][CH2:10][CH2:11][CH2:12][CH2:13]1, predict the reactants needed to synthesize it. The reactants are: [F:1][C:2]([F:7])([F:6])[C:3]([OH:5])=[O:4].[CH:8]1([C:14]2([OH:25])[CH2:17][N:16](C(OC(C)(C)C)=O)[CH2:15]2)[CH2:13][CH2:12][CH2:11][CH2:10][CH2:9]1. (8) The reactants are: [CH3:1][O:2][C:3]1[CH:4]=[CH:5][C:6]2[NH:12][C:11](=[O:13])[N:10]([CH:14]3[CH2:19][CH2:18][NH:17][CH2:16][CH2:15]3)[CH2:9][CH2:8][C:7]=2[CH:20]=1.Cl[C:22]1[N:27]=[CH:26][N:25]=[C:24]([S:28][C:29]2[CH:38]=[C:37]([CH3:39])[C:32]3[NH:33][C:34](=[O:36])[O:35][C:31]=3[CH:30]=2)[CH:23]=1.C(=O)([O-])[O-].[K+].[K+]. Given the product [CH3:1][O:2][C:3]1[CH:4]=[CH:5][C:6]2[NH:12][C:11](=[O:13])[N:10]([CH:14]3[CH2:19][CH2:18][N:17]([C:22]4[CH:23]=[C:24]([S:28][C:29]5[CH:38]=[C:37]([CH3:39])[C:32]6[NH:33][C:34](=[O:36])[O:35][C:31]=6[CH:30]=5)[N:25]=[CH:26][N:27]=4)[CH2:16][CH2:15]3)[CH2:9][CH2:8][C:7]=2[CH:20]=1, predict the reactants needed to synthesize it. (9) The reactants are: [F:1][C:2]([F:23])([CH:20]([F:22])[F:21])[CH2:3][O:4][C:5]1[CH:10]=[CH:9][C:8]([OH:11])=[C:7](OCC2C=CC=CC=2)[CH:6]=1. Given the product [F:1][C:2]([F:23])([CH:20]([F:21])[F:22])[CH2:3][O:4][C:5]1[CH:6]=[CH:7][C:8]([OH:11])=[CH:9][CH:10]=1, predict the reactants needed to synthesize it.